Dataset: Catalyst prediction with 721,799 reactions and 888 catalyst types from USPTO. Task: Predict which catalyst facilitates the given reaction. Reactant: [CH3:1][S:2]([N:5]1[CH2:10][CH2:9][CH:8]([CH:11]=[CH:12][C:13]([O:15][CH:16]([CH3:18])[CH3:17])=[O:14])[CH2:7][CH2:6]1)(=[O:4])=[O:3].[F:19][C:20]1[CH:21]=[C:22](B(O)O)[CH:23]=[C:24]([F:26])[CH:25]=1.C(=O)([O-])[O-].[K+].[K+].CC(O)C. Product: [F:19][C:20]1[CH:21]=[C:22]([C@@H:11]([CH:8]2[CH2:9][CH2:10][N:5]([S:2]([CH3:1])(=[O:4])=[O:3])[CH2:6][CH2:7]2)[CH2:12][C:13]([O:15][CH:16]([CH3:18])[CH3:17])=[O:14])[CH:23]=[C:24]([F:26])[CH:25]=1. The catalyst class is: 1.